This data is from NCI-60 drug combinations with 297,098 pairs across 59 cell lines. The task is: Regression. Given two drug SMILES strings and cell line genomic features, predict the synergy score measuring deviation from expected non-interaction effect. Drug 1: C1=CC(=CC=C1CCCC(=O)O)N(CCCl)CCCl. Drug 2: C1=NC2=C(N1)C(=S)N=C(N2)N. Cell line: ACHN. Synergy scores: CSS=81.7, Synergy_ZIP=-3.55, Synergy_Bliss=-3.20, Synergy_Loewe=-2.51, Synergy_HSA=1.28.